This data is from Retrosynthesis with 50K atom-mapped reactions and 10 reaction types from USPTO. The task is: Predict the reactants needed to synthesize the given product. (1) Given the product O=C(Cc1nc(N2CCOCC2)cc(=O)[nH]1)N1CCc2cc(F)ccc21, predict the reactants needed to synthesize it. The reactants are: Fc1ccc2c(c1)CCN2.O=C([O-])Cc1nc(N2CCOCC2)cc(=O)[nH]1. (2) Given the product COc1cc(Cl)ccc1CC#N, predict the reactants needed to synthesize it. The reactants are: COc1cc(Cl)ccc1CBr.[C-]#N. (3) Given the product COC[C@H](C)Oc1cc(O)cc(Br)c1, predict the reactants needed to synthesize it. The reactants are: COC[C@H](C)Oc1cc(Br)cc(OC)c1. (4) The reactants are: CC(C)(C)c1ccc(Br)cc1.Cc1nc(CC2CCNCC2)nc(C(=O)OC(C)(C)C)c1OCc1ccccc1. Given the product Cc1nc(CC2CCN(c3ccc(C(C)(C)C)cc3)CC2)nc(C(=O)OC(C)(C)C)c1OCc1ccccc1, predict the reactants needed to synthesize it. (5) Given the product COC(=O)[C@@H](NC(=O)c1ccc(-c2ccc(F)c(F)c2)cc1[N+](=O)[O-])[C@@H](C)OC(C)(C)C, predict the reactants needed to synthesize it. The reactants are: COC(=O)[C@@H](N)[C@@H](C)OC(C)(C)C.O=C(O)c1ccc(-c2ccc(F)c(F)c2)cc1[N+](=O)[O-]. (6) Given the product CC(C)(C)OC(=O)N(Cc1ccc(OCCN2CCC3(CC2)CNCCO3)cc1)C[C@H](O)c1ccc(O)c2[nH]c(=O)sc12, predict the reactants needed to synthesize it. The reactants are: CC(C)(C)OC(=O)N(Cc1ccc(OCCN2CCC3(CC2)CN(C(=O)C(F)(F)F)CCO3)cc1)C[C@H](O)c1ccc(O)c2[nH]c(=O)sc12. (7) Given the product C[C@H]1COCCN1c1nc(-c2ccc(NC(=O)NC3CC3)cc2)nc2c1SCCC2, predict the reactants needed to synthesize it. The reactants are: CC1(C)OB(c2ccc(NC(=O)NC3CC3)cc2)OC1(C)C.C[C@H]1COCCN1c1nc(Cl)nc2c1SCCC2.